From a dataset of Forward reaction prediction with 1.9M reactions from USPTO patents (1976-2016). Predict the product of the given reaction. Given the reactants Cl[C:2]1[N:7]=[C:6]([O:8][C:9]2[CH:10]=[C:11]([CH2:15][CH2:16][C:17]([NH:19][C:20]3[CH:25]=[CH:24][C:23]([Cl:26])=[C:22]([C:27]([F:30])([F:29])[F:28])[CH:21]=3)=[O:18])[CH:12]=[CH:13][CH:14]=2)[CH:5]=[CH:4][N:3]=1.[CH3:31][O:32][C:33]1[CH:38]=[CH:37][C:36]([CH2:39][NH2:40])=[CH:35][CH:34]=1, predict the reaction product. The product is: [Cl:26][C:23]1[CH:24]=[CH:25][C:20]([NH:19][C:17](=[O:18])[CH2:16][CH2:15][C:11]2[CH:12]=[CH:13][CH:14]=[C:9]([O:8][C:6]3[CH:5]=[CH:4][N:3]=[C:2]([NH:40][CH2:39][C:36]4[CH:37]=[CH:38][C:33]([O:32][CH3:31])=[CH:34][CH:35]=4)[N:7]=3)[CH:10]=2)=[CH:21][C:22]=1[C:27]([F:30])([F:29])[F:28].